Dataset: NCI-60 drug combinations with 297,098 pairs across 59 cell lines. Task: Regression. Given two drug SMILES strings and cell line genomic features, predict the synergy score measuring deviation from expected non-interaction effect. Cell line: UACC-257. Synergy scores: CSS=36.4, Synergy_ZIP=1.73, Synergy_Bliss=3.62, Synergy_Loewe=-15.6, Synergy_HSA=3.65. Drug 1: CC(C1=C(C=CC(=C1Cl)F)Cl)OC2=C(N=CC(=C2)C3=CN(N=C3)C4CCNCC4)N. Drug 2: CC1C(C(CC(O1)OC2CC(CC3=C2C(=C4C(=C3O)C(=O)C5=C(C4=O)C(=CC=C5)OC)O)(C(=O)CO)O)N)O.Cl.